Task: Predict the reactants needed to synthesize the given product.. Dataset: Full USPTO retrosynthesis dataset with 1.9M reactions from patents (1976-2016) Given the product [CH3:26][O:27][CH2:28][CH2:29][O:30][C:31]([N:16]1[CH2:15][CH2:14][N:13]([CH:10]([CH2:11][CH3:12])[C:9]#[C:8][C:4]2[CH:5]=[CH:6][CH:7]=[C:2]([Cl:1])[CH:3]=2)[CH2:18][CH2:17]1)=[O:32], predict the reactants needed to synthesize it. The reactants are: [Cl:1][C:2]1[CH:3]=[C:4]([C:8]#[C:9][CH:10]([N:13]2[CH2:18][CH2:17][NH:16][CH2:15][CH2:14]2)[CH2:11][CH3:12])[CH:5]=[CH:6][CH:7]=1.C(N(CC)CC)C.[CH3:26][O:27][CH2:28][CH2:29][O:30][C:31](Cl)=[O:32].